From a dataset of Catalyst prediction with 721,799 reactions and 888 catalyst types from USPTO. Predict which catalyst facilitates the given reaction. (1) Reactant: Cl[C:2]1[CH:7]=[CH:6][N:5]=[C:4]2[C:8]([C:11](=[O:29])[C:12]([N:14]3[CH2:19][CH2:18][C:17](=[C:20]([C:23]4[CH:28]=[CH:27][CH:26]=[CH:25][CH:24]=4)[C:21]#[N:22])[CH2:16][CH2:15]3)=[O:13])=[CH:9][NH:10][C:3]=12.C([Sn](CCCC)(CCCC)[C:35]1[O:36][CH:37]=[CH:38][N:39]=1)CCC.O1CCOCC1. Product: [O:36]1[CH:37]=[CH:38][N:39]=[C:35]1[C:2]1[CH:7]=[CH:6][N:5]=[C:4]2[C:8]([C:11](=[O:29])[C:12]([N:14]3[CH2:19][CH2:18][C:17](=[C:20]([C:23]4[CH:28]=[CH:27][CH:26]=[CH:25][CH:24]=4)[C:21]#[N:22])[CH2:16][CH2:15]3)=[O:13])=[CH:9][NH:10][C:3]=12. The catalyst class is: 694. (2) Reactant: [C:1]([O:5][C:6](=[O:19])[NH:7][C:8]1([C:12]2[CH:17]=[CH:16][C:15](Cl)=[CH:14][CH:13]=2)[CH2:11][CH2:10][CH2:9]1)([CH3:4])([CH3:3])[CH3:2].CC([O-])=O.[K+].[CH3:25][C:26]1([CH3:42])[C:30]([CH3:32])([CH3:31])[O:29][B:28]([B:28]2[O:29][C:30]([CH3:32])([CH3:31])[C:26]([CH3:42])([CH3:25])[O:27]2)[O:27]1. Product: [C:1]([O:5][C:6](=[O:19])[NH:7][C:8]1([C:12]2[CH:17]=[CH:16][C:15]([B:28]3[O:29][C:30]([CH3:32])([CH3:31])[C:26]([CH3:42])([CH3:25])[O:27]3)=[CH:14][CH:13]=2)[CH2:11][CH2:10][CH2:9]1)([CH3:4])([CH3:3])[CH3:2]. The catalyst class is: 12. (3) Reactant: [OH:1][C:2]1[CH:7]=[C:6]([OH:8])[CH:5]=[CH:4][C:3]=1[C:9]([C:11]1[CH:16]=[CH:15][C:14]([N+:17]([O-])=O)=[CH:13][C:12]=1[OH:20])=[O:10].CCCCCC.CCOC(C)=O. Product: [NH2:17][C:14]1[CH:15]=[CH:16][C:11]([C:9]([C:3]2[CH:4]=[CH:5][C:6]([OH:8])=[CH:7][C:2]=2[OH:1])=[O:10])=[C:12]([OH:20])[CH:13]=1. The catalyst class is: 52. (4) Reactant: [C:1](N1C=CN=C1)(N1C=CN=C1)=[O:2].[NH2:13][C:14]1[N:23]=[C:22]([C:24]([N:26]2[CH2:34][C:33]3[C:28](=[CH:29][CH:30]=[CH:31][CH:32]=3)[CH2:27]2)=[O:25])[C:21]2[C:16](=[CH:17][CH:18]=[C:19]([C:35]3[CH:40]=[C:39]([F:41])[C:38]([F:42])=[CH:37][C:36]=3[CH2:43][OH:44])[CH:20]=2)[N:15]=1.O[CH2:46][CH2:47][NH:48][C:49](=[O:55])[O:50][C:51]([CH3:54])([CH3:53])[CH3:52].N12CCCN=C1CCCCC2.Cl.C(=O)(O)[O-]. The catalyst class is: 17. Product: [C:51]([O:50][C:49]([NH:48][CH2:47][CH2:46][C:1]([O:44][CH2:43][C:36]1[CH:37]=[C:38]([F:42])[C:39]([F:41])=[CH:40][C:35]=1[C:19]1[CH:20]=[C:21]2[C:16](=[CH:17][CH:18]=1)[N:15]=[C:14]([NH2:13])[N:23]=[C:22]2[C:24]([N:26]1[CH2:27][C:28]2[C:33](=[CH:32][CH:31]=[CH:30][CH:29]=2)[CH2:34]1)=[O:25])=[O:2])=[O:55])([CH3:54])([CH3:53])[CH3:52]. (5) Reactant: [C:1]1([C:7]2[CH:11]=[C:10]([C:12]([OH:14])=O)[O:9][N:8]=2)[CH:6]=[CH:5][CH:4]=[CH:3][CH:2]=1.[NH2:15][CH2:16][CH2:17][C:18]([O:20][CH3:21])=[O:19].C(OCC)(=O)C.CCN(C(C)C)C(C)C. Product: [C:1]1([C:7]2[CH:11]=[C:10]([C:12]([NH:15][CH2:16][CH2:17][C:18]([O:20][CH3:21])=[O:19])=[O:14])[O:9][N:8]=2)[CH:2]=[CH:3][CH:4]=[CH:5][CH:6]=1. The catalyst class is: 46. (6) Reactant: C(OC(=O)[NH:7][C:8]1[S:9][C:10]([C:34]2[CH:39]=[CH:38][CH:37]=[CH:36][N:35]=2)=[CH:11][C:12]=1[C:13]([N:15]1[CH2:20][CH2:19][CH:18]([N:21]2[CH2:33][CH2:32][CH2:31][C:23]3([C:27](=[O:28])[O:26][C:25]([CH3:30])([CH3:29])[CH2:24]3)[CH2:22]2)[CH2:17][CH2:16]1)=[O:14])(C)(C)C. Product: [NH2:7][C:8]1[S:9][C:10]([C:34]2[CH:39]=[CH:38][CH:37]=[CH:36][N:35]=2)=[CH:11][C:12]=1[C:13]([N:15]1[CH2:20][CH2:19][CH:18]([N:21]2[CH2:33][CH2:32][CH2:31][C:23]3([C:27](=[O:28])[O:26][C:25]([CH3:30])([CH3:29])[CH2:24]3)[CH2:22]2)[CH2:17][CH2:16]1)=[O:14]. The catalyst class is: 55. (7) Reactant: C([S:4][CH2:5][CH:6]([CH:40]1[C:48]2[C:43](=[CH:44][C:45]([Br:49])=[CH:46][CH:47]=2)[CH2:42][CH2:41]1)[C:7]([NH:9][CH:10]([CH2:15][C:16]1[N:17]=[CH:18][N:19]([C:21]([C:34]2[CH:39]=[CH:38][CH:37]=[CH:36][CH:35]=2)([C:28]2[CH:33]=[CH:32][CH:31]=[CH:30][CH:29]=2)[C:22]2[CH:27]=[CH:26][CH:25]=[CH:24][CH:23]=2)[CH:20]=1)[C:11]([O:13]C)=[O:12])=[O:8])(=O)C.[OH-].[Na+].Cl. Product: [Br:49][C:45]1[CH:44]=[C:43]2[C:48](=[CH:47][CH:46]=1)[CH:40]([CH:6]([CH2:5][SH:4])[C:7]([NH:9][C@H:10]([C:11]([OH:13])=[O:12])[CH2:15][C:16]1[N:17]=[CH:18][N:19]([C:21]([C:22]3[CH:23]=[CH:24][CH:25]=[CH:26][CH:27]=3)([C:28]3[CH:29]=[CH:30][CH:31]=[CH:32][CH:33]=3)[C:34]3[CH:39]=[CH:38][CH:37]=[CH:36][CH:35]=3)[CH:20]=1)=[O:8])[CH2:41][CH2:42]2. The catalyst class is: 5. (8) Reactant: [N:1]1([NH:10][C:11](=[O:19])OC2C=CC=CC=2)[C:9]2[C:4](=[CH:5][CH:6]=[CH:7][CH:8]=2)[CH:3]=[CH:2]1.[NH2:20][C:21]1[CH:30]=[CH:29][CH:28]=[C:27]2[C:22]=1[CH:23]=[CH:24][CH:25]=[N:26]2. Product: [N:1]1([NH:10][C:11]([NH:20][C:21]2[CH:30]=[CH:29][CH:28]=[C:27]3[C:22]=2[CH:23]=[CH:24][CH:25]=[N:26]3)=[O:19])[C:9]2[C:4](=[CH:5][CH:6]=[CH:7][CH:8]=2)[CH:3]=[CH:2]1. The catalyst class is: 11.